This data is from Reaction yield outcomes from USPTO patents with 853,638 reactions. The task is: Predict the reaction yield, written as a fraction of the theoretical maximum amount of product (1.0 means a 100% yield; for example, 0.34 means a 34% yield). (1) The reactants are [CH:1]([C:14]1[CH:19]=[CH:18][CH:17]=[C:16]([C:20]2[CH:25]=[CH:24][CH:23]=[C:22]([C:26]([CH3:29])([CH3:28])[CH3:27])[C:21]=2[O:30]CC2C=CC=CC=2)[N:15]=1)([C:8]1[CH:13]=[CH:12][CH:11]=[CH:10][CH:9]=1)[C:2]1[CH:7]=[CH:6][CH:5]=[CH:4][CH:3]=1. The catalyst is C(O)C.[Pd]. The product is [CH:1]([C:14]1[N:15]=[C:16]([C:20]2[CH:25]=[CH:24][CH:23]=[C:22]([C:26]([CH3:28])([CH3:27])[CH3:29])[C:21]=2[OH:30])[CH:17]=[CH:18][CH:19]=1)([C:2]1[CH:7]=[CH:6][CH:5]=[CH:4][CH:3]=1)[C:8]1[CH:9]=[CH:10][CH:11]=[CH:12][CH:13]=1. The yield is 0.770. (2) The reactants are [C:1]([O:5][C:6]([NH:8][C@@H:9]1[CH2:13][CH2:12][CH2:11][C@H:10]1[OH:14])=[O:7])([CH3:4])([CH3:3])[CH3:2].C1(P(C2C=CC=CC=2)C2C=CC=CC=2)C=CC=CC=1.[N+:34]([C:37]1[CH:45]=[CH:44][C:40]([C:41](O)=[O:42])=[CH:39][CH:38]=1)([O-:36])=[O:35].N(C(OC(C)C)=O)=NC(OC(C)C)=O. The catalyst is C1COCC1. The product is [C:1]([O:5][C:6]([NH:8][C@H:9]1[CH2:13][CH2:12][CH2:11][C@H:10]1[O:14][C:41](=[O:42])[C:40]1[CH:39]=[CH:38][C:37]([N+:34]([O-:36])=[O:35])=[CH:45][CH:44]=1)=[O:7])([CH3:4])([CH3:2])[CH3:3]. The yield is 0.700. (3) The reactants are [F:1][C:2]1[CH:38]=[CH:37][C:5]([CH2:6][N:7]2[C:16](=[O:17])[C:15]([C:18]3[NH:23][C:22]4[CH:24]=[CH:25][C:26]([NH:28][S:29]([CH3:32])(=[O:31])=[O:30])=[CH:27][C:21]=4[S:20](=[O:34])(=[O:33])[N:19]=3)=[C:14]([OH:35])[C@H:13]3[C@@H:8]2[C@H:9]2[CH2:36][C@@H:12]3[CH2:11][CH2:10]2)=[CH:4][CH:3]=1.[O:39]=C[C@@H]([C@H]([C@@H]([C@@H](CO)O)O)O)O.C1C=[N+]([C@@H]2O[C@H](COP(OP(OC[C@H]3O[C@@H](N4C5N=CN=C(N)C=5N=C4)[C@H](OP(O)(O)=O)[C@@H]3O)(O)=O)(O)=O)[C@@H](O)[C@H]2O)C=C(C(N)=O)C=1.CO. The catalyst is CS(C)=O.P([O-])([O-])([O-])=O.[K+].[K+].[K+]. The product is [F:1][C:2]1[CH:38]=[CH:37][C:5]([CH2:6][N:7]2[C:16](=[O:17])[C:15]([C:18]3[NH:23][C:22]4[CH:24]=[CH:25][C:26]([NH:28][S:29]([CH3:32])(=[O:31])=[O:30])=[CH:27][C:21]=4[S:20](=[O:33])(=[O:34])[N:19]=3)=[C:14]([OH:35])[C@H:13]3[C@@H:8]2[C@@H:9]2[CH2:36][C@@H:12]3[CH:11]([OH:39])[CH2:10]2)=[CH:4][CH:3]=1. The yield is 0.290. (4) The reactants are [CH3:1][C:2]1[O:6][C:5]([C:7]2[CH:12]=[CH:11][C:10]([C:13]([NH:15][CH2:16][C:17]3[CH:18]=[N:19][CH:20]=[CH:21][CH:22]=3)=[O:14])=[CH:9][CH:8]=2)=[N:4][C:3]=1[CH2:23][S:24]([C:27]1[CH:32]=[CH:31][C:30]([CH2:33][CH2:34][CH2:35][O:36][CH2:37][CH2:38][O:39][CH2:40][CH2:41][O:42][CH2:43][CH2:44][O:45][CH2:46][CH2:47][O:48][CH2:49][CH2:50][O:51][CH2:52][CH2:53][NH:54]C(=O)OC(C)(C)C)=[CH:29][CH:28]=1)(=[O:26])=[O:25].C(Cl)Cl. The catalyst is FC(F)(F)C(O)=O. The product is [NH2:54][CH2:53][CH2:52][O:51][CH2:50][CH2:49][O:48][CH2:47][CH2:46][O:45][CH2:44][CH2:43][O:42][CH2:41][CH2:40][O:39][CH2:38][CH2:37][O:36][CH2:35][CH2:34][CH2:33][C:30]1[CH:31]=[CH:32][C:27]([S:24]([CH2:23][C:3]2[N:4]=[C:5]([C:7]3[CH:8]=[CH:9][C:10]([C:13]([NH:15][CH2:16][C:17]4[CH:18]=[N:19][CH:20]=[CH:21][CH:22]=4)=[O:14])=[CH:11][CH:12]=3)[O:6][C:2]=2[CH3:1])(=[O:25])=[O:26])=[CH:28][CH:29]=1. The yield is 0.750. (5) The reactants are O.[NH2:2][NH2:3].[Cl:4][C:5]1[N:6]=[C:7](Cl)[C:8]2[S:13][CH:12]=[C:11]([CH3:14])[C:9]=2[N:10]=1. The catalyst is CCO. The product is [Cl:4][C:5]1[N:6]=[C:7]([NH:2][NH2:3])[C:8]2[S:13][CH:12]=[C:11]([CH3:14])[C:9]=2[N:10]=1. The yield is 0.900.